Dataset: hERG potassium channel inhibition data for cardiac toxicity prediction from Karim et al.. Task: Regression/Classification. Given a drug SMILES string, predict its toxicity properties. Task type varies by dataset: regression for continuous values (e.g., LD50, hERG inhibition percentage) or binary classification for toxic/non-toxic outcomes (e.g., AMES mutagenicity, cardiotoxicity, hepatotoxicity). Dataset: herg_karim. (1) The molecule is CC[C@@H](NC(=O)c1cc(C(=O)N2CCC[C@@H]2C)n2c1COCC2)c1ccc(C#N)c(Cl)c1. The result is 0 (non-blocker). (2) The compound is COc1cnc(-c2cccc3c2CC(NC(=O)c2ccc(OCC(F)(F)F)nc2)CO3)cn1. The result is 0 (non-blocker).